Dataset: Experimentally validated miRNA-target interactions with 360,000+ pairs, plus equal number of negative samples. Task: Binary Classification. Given a miRNA mature sequence and a target amino acid sequence, predict their likelihood of interaction. (1) The miRNA is hsa-miR-4685-5p with sequence CCCAGGGCUUGGAGUGGGGCAAGGUU. The protein sequence of the target gene is MGVRGLQGFVGSTCPHICTVVNFKELAEHHRSKYPGCTPTIVVDAMCCLRYWYTPESWICGGQWREYFSALRDFVKTFTAAGIKLIFFFDGMVEQDKRDEWVKRRLKNNREISRIFHYIKSHKEQPGRNMFFIPSGLAVFTRFALKTLGQETLCSLQEADYEVASYGLQHNCLGILGEDTDYLIYDTCPYFSISELCLESLDTVMLCREKLCESLGLCVADLPLLACLLGNDIIPEGMFESFRYKCLSSYTSVKENFDKKGNIILAVSDHISKVLYLYQGEKKLEEILPLGPNKALFYKG.... Result: 0 (no interaction). (2) Result: 1 (interaction). The miRNA is hsa-miR-526b-5p with sequence CUCUUGAGGGAAGCACUUUCUGU. The protein sequence of the target gene is MPSPRRSMEGRPLGVSASSSSSSPGSPAHGGGGGGSRFEFQSLLSSRATAVDPTCARLRASESPVHRRGSFPLAAAGPSQSPAPPLPEEDRMDLNPSFLGIALRSLLAIDLWLSKKLGVCAGESSSWGSVRPLMKLLEISGHGIPWLLGTLYCLCRSDSWAGREVLMNLLFALLLDLLLVALIKGLVRRRRPAHNQMDMFVTLSVDKYSFPSGHATRAALMSRFILNHLVLAIPLRVLVVLWAFVLGLSRVMLGRHNVTDVAFGFFLGYMQYSIVDYCWLSPHNAPVLFLLWSQR. (3) The miRNA is mmu-miR-466q with sequence GUGCACACACACACAUACGU. The protein sequence of the target gene is MTSLVPGAGLLPIPTSSPLTAVSSLGVSLSSLGAIPAAALDPNITTLGEIPQPPLMGNVDPSKIDEIRRTVYVGNLNSQTTTADQLLEFFKQVGEVKFVRMAGDETQPTRFAFVEFADQNSVPRALAFNGVMFGDRPLKINHSNNAIVKPPEMTPQAAAKELEEVMKRVREAQSFISAAIEPESGKSNERKGGRSRSHTRSKSRSSSKSHSRRKRSQSKHRSRSHNRSRSRQKDRRRSKSPHKKRSKSRERRKSRSRSRSRDKRKDTREKVKERVKEKEREKEREREKDREKDKERGKNK.... Result: 1 (interaction). (4) Result: 0 (no interaction). The protein sequence of the target gene is MDFEDDYVHSTCRGAYQDFNGMDRDYGPGSYGGLDRDYGHGSYGGQRSMDSYLNQSYGMDNHSGGGGGSRFGPYESYDSRSSLGGRDLYRSGYGFNEPEQTRFGGSYGGRFESSYRNSLDSFGGRNQGGSSWEAPYSRSKLRPGFMEDRGRENYSSYSSFSSPHMKPAPVGSRGRGTPAYPESTFGSRSYDAFGGPSTGRGRGRGHMGDFGSFHRPGIIVDYQNKPANVTIATARGIKRKMMQIFIKPGGAFIKKPKLAKPMDKMNLSKSPTKTDPKNEEEEKRRIEARREKQRRRREKN.... The miRNA is hsa-miR-5582-3p with sequence UAAAACUUUAAGUGUGCCUAGG. (5) The miRNA is hsa-miR-146a-5p with sequence UGAGAACUGAAUUCCAUGGGUU. The protein sequence of the target gene is MWSLLLCGLSIALPLSVTADGCKDIFMKNEILSASQPFAFNCTFPPITSGEVSVTWYKNSSKIPVSKIIQSRIHQDETWILFLPMEWGDSGVYQCVIKGRDSCHRIHVNLTVFEKHWCDTSIGGLPNLSDEYKQILHLGKDDSLTCHLHFPKSCVLGPIKWYKDCNEIKGERFTVLETRLLVSNVSAEDRGNYACQAILTHSGKQYEVLNGITVSITERAGYGGSVPKIIYPKNHSIEVQLGTTLIVDCNVTDTKDNTNLRCWRVNNTLVDDYYDESKRIREGVETHVSFREHNLYTVNI.... Result: 1 (interaction). (6) The miRNA is hsa-miR-7150 with sequence CUGGCAGGGGGAGAGGUA. The protein sequence of the target gene is MGDGDSPMCLSAVSFKGIRCWLDKLLLWALTISITLQNAAVDCTRVENNELPSPNLNSSMNVVRMGQNVSLSCSTKNTSVDITYSLFWGTKYLESKRRRGGAVDFHLRISNANESGPYKCKVNVSNLMKYSQDFNFTMAKDESCPSCRLSLLLPGLLLGILVIVLVLAYLIHLKYKKGKKTQREDQSKGSGDAPAQDELYVNACKTQTEQPQEIHYATPVFKEMAPMEEEGGTDGKADYIYSELTH. Result: 0 (no interaction).